Dataset: Forward reaction prediction with 1.9M reactions from USPTO patents (1976-2016). Task: Predict the product of the given reaction. Given the reactants [CH:1]([C:3]1[N:4]=[CH:5][C:6]([NH:9][C:10]2[CH:15]=[CH:14][C:13]([S:16]([N:19]3[CH2:24][CH2:23][N:22]([C:25]([O:27][C:28]([CH3:31])([CH3:30])[CH3:29])=[O:26])[CH2:21][CH2:20]3)(=[O:18])=[O:17])=[CH:12][CH:11]=2)=[N:7][CH:8]=1)=[CH2:2].I[C:33]1[CH:34]=[C:35]([OH:39])[CH:36]=[CH:37][CH:38]=1.C1(C)C=CC(P(C2C=CC(C)=CC=2)C2C=CC(C)=CC=2)=CC=1.CCN(C(C)C)C(C)C, predict the reaction product. The product is: [OH:39][C:35]1[CH:34]=[C:33]([CH:38]=[CH:37][CH:36]=1)/[CH:2]=[CH:1]/[C:3]1[N:4]=[CH:5][C:6]([NH:9][C:10]2[CH:15]=[CH:14][C:13]([S:16]([N:19]3[CH2:20][CH2:21][N:22]([C:25]([O:27][C:28]([CH3:31])([CH3:30])[CH3:29])=[O:26])[CH2:23][CH2:24]3)(=[O:18])=[O:17])=[CH:12][CH:11]=2)=[N:7][CH:8]=1.